This data is from NCI-60 drug combinations with 297,098 pairs across 59 cell lines. The task is: Regression. Given two drug SMILES strings and cell line genomic features, predict the synergy score measuring deviation from expected non-interaction effect. Drug 1: CC1C(C(CC(O1)OC2CC(OC(C2O)C)OC3=CC4=CC5=C(C(=O)C(C(C5)C(C(=O)C(C(C)O)O)OC)OC6CC(C(C(O6)C)O)OC7CC(C(C(O7)C)O)OC8CC(C(C(O8)C)O)(C)O)C(=C4C(=C3C)O)O)O)O. Drug 2: C(CCl)NC(=O)N(CCCl)N=O. Cell line: SR. Synergy scores: CSS=78.4, Synergy_ZIP=-2.40, Synergy_Bliss=-1.88, Synergy_Loewe=-4.76, Synergy_HSA=-0.391.